This data is from Experimentally validated miRNA-target interactions with 360,000+ pairs, plus equal number of negative samples. The task is: Binary Classification. Given a miRNA mature sequence and a target amino acid sequence, predict their likelihood of interaction. (1) The miRNA is hsa-miR-600 with sequence ACUUACAGACAAGAGCCUUGCUC. The protein sequence of the target gene is MGFIFSKSMNESMKNQKEFMLMNARLQLERQLIMQSEMRERQMAMQIAWSREFLKYFGTFFGLAAISLTAGAIKKKKPAFLVPIVPLSFILTYQYDLGYGTLLERMKGEAEDILETEKSKLQLPRGMITFESIEKARKEQSRFFIDK. Result: 0 (no interaction). (2) The protein sequence of the target gene is MSHQFSSQSAFSSMSRRVYSTSSSAGSGGGSPAVGSVCYARGRCGGGGYGIHGRGFGSRSLYNLGGSRSISINLMGRSTSGFCQGGGVGGFGGGRGFGVGSTGAGGFGGGGFGGAGFGTSNFGLGGFGPYCPPGGIQEVTINQSLLEPLHLEVDPEIQRIKTQEREQIMVLNNKFASFIDKVRFLEQQNQVLQTKWELLQQVNTSTGTNNLEPLLENYIGDLRRQVDLLSAEQMRQNAEVRSMQDVVEDYKSKYEDEINKRTGSENDFVVLKKDVDAAYVSKVDLESRVDTLTGEVNFLK.... The miRNA is mmu-miR-6953-5p with sequence AAGGGGCAGGGGCAGGGAUUCAAGUG. Result: 0 (no interaction). (3) The miRNA is hsa-miR-4420 with sequence GUCACUGAUGUCUGUAGCUGAG. The protein sequence of the target gene is MAASAQVSVTFEDVAVTFTQEEWGQLDAAQRTLYQEVMLETCGLLMSLGCPLFKPELIYQLDHRQELWMATKDLSQSSYPGDNTKPKTTEPTFSHLALPEEVLLQEQLTQGASKNSQLGQSKDQDGPSEMQEVHLKIGIGPQRGKLLEKMSSERDGLGSDDGVCTKITQKQVSTEGDLYECDSHGPVTDALIREEKNSYKCEECGKVFKKNALLVQHERIHTQVKPYECTECGKTFSKSTHLLQHLIIHTGEKPYKCMECGKAFNRRSHLTRHQRIHSGEKPYKCSECGKAFTHRSTFVL.... Result: 1 (interaction). (4) The miRNA is hsa-miR-548s with sequence AUGGCCAAAACUGCAGUUAUUUU. The protein sequence of the target gene is MKAVKSERERGSRRRHRDGDVVLPAGVVVKQERLSPEVAPPAHRRPDHSGGSPSPPTSEPARSGHRGNRARGVSRSPPKKKNKASGRRSKSPRSKRNRSPHHSTVKVKQEREDHPRRGREDRQHREPSEQEHRRARNSDRDRHRGHSHQRRTSNERPGSGQGQGRDRDTQNLQAQEEEREFYNARRREHRQRNDVGGGGSESQELVPRPGGNNKEKEVPAKEKPSFELSGALLEDTNTFRGVVIKYSEPPEARIPKKRWRLYPFKNDEVLPVMYIHRQSAYLLGRHRRIADIPIDHPSCS.... Result: 1 (interaction). (5) The miRNA is hsa-miR-583 with sequence CAAAGAGGAAGGUCCCAUUAC. The protein sequence of the target gene is MDECGSRIRRRVSLPKRNRPSLGCIFGAPTAAELVPGDEGKEEEEMVAENRRRKTAGVLPVEVQPLLLSDSPECLVLGGGDTNPDLLRHMPTDRGVGDQPNDSEVDMFGDYDSFTENSFIAQVDDLEQKYMQLPEHKKHATDFATENLCSESIKNKLSITTIGNLTELQTDKHTENQSGYEGVTIEPGADLLYDVPSSQAIYFENLQNSSNDLGDHSMKERDWKSSSHNTVNEELPHNCIEQPQQNDESSSKVRTSSDMNRRKSIKDHLKNAMTGNAKAQTPIFSRSKQLKDTLLSEEIN.... Result: 0 (no interaction). (6) The miRNA is hsa-miR-524-3p with sequence GAAGGCGCUUCCCUUUGGAGU. The protein sequence of the target gene is MKLPIFIADAFTATAFRGNPAAVCLLERTLEEDAHQQIAREMNLSETAFIRKLQPTDSFTQSSRFGLRWFTPVSEVPLCGHATLASAAVLFHKIQNRNSTLTFVTMSGELKARRAEDGIVLDFPVYPTFPQDFHEVEDLIKAAIGDTLVQDIRYSTDTRKLLVRLSDSYDRSFLESLKVNTEPLPAIEKTGKVRGLILTVKGEPGGQTAPYDFYSRYFAPWVGIAEDPVTGSAHTVLSSYWSQQLRKKEMRAFQCSRRGGELDISLRPDGRVDIKGGAVIVLEGTLTA. Result: 0 (no interaction). (7) The miRNA is hsa-miR-519b-5p with sequence CUCUAGAGGGAAGCGCUUUCUG. The protein sequence of the target gene is MMSFGSADALLGAPFAPLHGGGSLHYSLSRKAGPGGTRSAAGSSSGFHSWARTSVSSVSASPSRFRGAASSTDSLDTLSNGPEGCVVAAVAARSEKEQLQALNDRFAGYIDKVRQLEAHNRSLEGEAAALRQQQAGRAAMGELYEREVREMRGAVLRLGAARGQLRLEQEHLLEDIAHVRQRLDEEARQREEAEAAARALARFAQEAEAARVELQKKAQALQEECGYLRRHHQEEVGELLGQIQGCGAAQAQAQAEARDALKCDVTSALREIRAQLEGHAVQSTLQSEEWFRVRLDRLSE.... Result: 0 (no interaction).